From a dataset of NCI-60 drug combinations with 297,098 pairs across 59 cell lines. Regression. Given two drug SMILES strings and cell line genomic features, predict the synergy score measuring deviation from expected non-interaction effect. Drug 1: C1CCC(C1)C(CC#N)N2C=C(C=N2)C3=C4C=CNC4=NC=N3. Drug 2: CNC(=O)C1=CC=CC=C1SC2=CC3=C(C=C2)C(=NN3)C=CC4=CC=CC=N4. Cell line: NCI/ADR-RES. Synergy scores: CSS=-2.08, Synergy_ZIP=1.21, Synergy_Bliss=-0.0253, Synergy_Loewe=-0.381, Synergy_HSA=-1.22.